Dataset: Forward reaction prediction with 1.9M reactions from USPTO patents (1976-2016). Task: Predict the product of the given reaction. (1) Given the reactants Cl.[CH3:2][O:3][C:4](=[O:14])[C@H:5]([CH2:7][C:8]1[CH:13]=[CH:12][CH:11]=[CH:10][CH:9]=1)[NH2:6].[C:15](=O)([O-:33])[O:16][CH:17](C1C=CC([N+]([O-])=O)=CC=1)[C:18]1[CH:23]=[CH:22][N:21]=[CH:20][CH:19]=1.CCN(C(C)C)C(C)C, predict the reaction product. The product is: [CH3:2][O:3][C:4]([C@@H:5]([NH:6][C:15](=[O:33])[O:16][CH2:17][C:18]1[CH:23]=[CH:22][N:21]=[CH:20][CH:19]=1)[CH2:7][C:8]1[CH:13]=[CH:12][CH:11]=[CH:10][CH:9]=1)=[O:14]. (2) Given the reactants [C:1]1([OH:7])[CH:6]=[CH:5][CH:4]=[CH:3][CH:2]=1.C1(C)C=CC=CC=1.[NH2:15][C:16]1C=CC=C[CH:17]=1.C=O, predict the reaction product. The product is: [O:7]1[C:1]2[CH:6]=[CH:5][CH:4]=[CH:3][C:2]=2[CH:17]=[CH:16][NH:15]1.